Predict the reactants needed to synthesize the given product. From a dataset of Full USPTO retrosynthesis dataset with 1.9M reactions from patents (1976-2016). Given the product [C:15]([C:10]1[C:11](=[O:14])[N:12]([CH2:25][C:24]2[CH:27]=[CH:28][C:21]([Cl:20])=[CH:22][CH:23]=2)[N:13]=[C:8]([C:5]2[CH:6]=[CH:7][C:2]([F:1])=[C:3]([CH3:19])[CH:4]=2)[CH:9]=1)([OH:17])=[O:16], predict the reactants needed to synthesize it. The reactants are: [F:1][C:2]1[CH:7]=[CH:6][C:5]([C:8]2[CH:9]=[C:10]([C:15]([O:17]C)=[O:16])[C:11](=[O:14])[NH:12][N:13]=2)=[CH:4][C:3]=1[CH3:19].[Cl:20][C:21]1[CH:28]=[CH:27][C:24]([CH2:25]Cl)=[CH:23][CH:22]=1.